This data is from Full USPTO retrosynthesis dataset with 1.9M reactions from patents (1976-2016). The task is: Predict the reactants needed to synthesize the given product. (1) The reactants are: [NH2:1][C:2]1[CH:7]=[C:6]([Cl:8])[CH:5]=[CH:4][C:3]=1[SH:9].[Cl:10][CH2:11][C:12](OCC)(OCC)OCC. Given the product [Cl:8][C:6]1[CH:5]=[CH:4][C:3]2[S:9][C:12]([CH2:11][Cl:10])=[N:1][C:2]=2[CH:7]=1, predict the reactants needed to synthesize it. (2) Given the product [CH:23](/[C:2]1[S:3][CH:4]=[C:5]([CH2:7][O:8][N:9]=[C:10]([C:17]2[N:21]([CH3:22])[N:20]=[N:19][N:18]=2)[C:11]2[CH:16]=[CH:15][CH:14]=[CH:13][CH:12]=2)[N:6]=1)=[CH:24]\[CH2:25][CH2:26][CH2:27][CH3:28], predict the reactants needed to synthesize it. The reactants are: Br[C:2]1[S:3][CH:4]=[C:5]([CH2:7][O:8][N:9]=[C:10]([C:17]2[N:21]([CH3:22])[N:20]=[N:19][N:18]=2)[C:11]2[CH:16]=[CH:15][CH:14]=[CH:13][CH:12]=2)[N:6]=1.[CH:23](/B(O)O)=[CH:24]\[CH2:25][CH2:26][CH2:27][CH3:28].C([O-])([O-])=O.[Na+].[Na+].